From a dataset of Reaction yield outcomes from USPTO patents with 853,638 reactions. Predict the reaction yield, written as a fraction of the theoretical maximum amount of product (1.0 means a 100% yield; for example, 0.34 means a 34% yield). (1) The reactants are [NH2:1][CH2:2][C:3]1[CH:4]=[C:5]([C:9]2[N:17]3[C:12]([C:13]([NH2:18])=[N:14][CH:15]=[N:16]3)=[C:11]([C:19]3[CH:20]=[CH:21][C:22]4[C:26]([CH:27]=3)=[N:25][N:24]([CH2:28][C:29]3[CH:34]=[CH:33][CH:32]=[CH:31][CH:30]=3)[CH:23]=4)[CH:10]=2)[CH:6]=[CH:7][CH:8]=1.[C:35]1(=O)[CH2:41][CH2:40][CH2:39][CH2:38][CH2:37][CH2:36]1. No catalyst specified. The product is [CH2:28]([N:24]1[CH:23]=[C:22]2[C:26]([CH:27]=[C:19]([C:11]3[CH:10]=[C:9]([C:5]4[CH:6]=[CH:7][CH:8]=[C:3]([CH2:2][NH:1][CH:35]5[CH2:41][CH2:40][CH2:39][CH2:38][CH2:37][CH2:36]5)[CH:4]=4)[N:17]4[C:12]=3[C:13]([NH2:18])=[N:14][CH:15]=[N:16]4)[CH:20]=[CH:21]2)=[N:25]1)[C:29]1[CH:34]=[CH:33][CH:32]=[CH:31][CH:30]=1. The yield is 0.560. (2) The reactants are [C:1]([C:5]1[CH:10]=[CH:9][C:8]([C:11]2[C:19]3[C:14](=[CH:15][CH:16]=[CH:17][CH:18]=3)[N:13]([CH2:20][C:21]3[CH:26]=[CH:25][CH:24]=[C:23]([N:27]4[CH2:32][CH2:31][NH:30][CH2:29][CH2:28]4)[CH:22]=3)[C:12]=2[C:33]([O:35]CC)=[O:34])=[CH:7][CH:6]=1)([CH3:4])([CH3:3])[CH3:2].[CH3:38][S:39](Cl)(=[O:41])=[O:40]. The catalyst is C(Cl)Cl. The product is [CH3:2][C:1]([C:5]1[CH:10]=[CH:9][C:8]([C:11]2[C:19]3[C:14](=[CH:15][CH:16]=[CH:17][CH:18]=3)[N:13]([CH2:20][C:21]3[CH:26]=[CH:25][CH:24]=[C:23]([N:27]4[CH2:32][CH2:31][N:30]([S:39]([CH3:38])(=[O:41])=[O:40])[CH2:29][CH2:28]4)[CH:22]=3)[C:12]=2[C:33]([OH:35])=[O:34])=[CH:7][CH:6]=1)([CH3:4])[CH3:3]. The yield is 0.420. (3) The reactants are [C:1](Cl)(=[O:4])[CH:2]=[CH2:3].[CH3:6][N:7]1[C:11]2=[N:12][CH:13]=[CH:14][CH:15]=[C:10]2[C:9](CNC)=[CH:8]1.[CH2:19]([N:21](CC)[CH2:22]C)C. The catalyst is C(Cl)Cl. The product is [CH3:19][N:21]([CH2:22][C:8]1[N:7]([CH3:6])[C:11]2=[N:12][CH:13]=[CH:14][CH:15]=[C:10]2[CH:9]=1)[C:1](=[O:4])[CH:2]=[CH2:3]. The yield is 0.800. (4) The reactants are [H-].[Na+].N1[C:12]2[C:7](=C[CH:9]=[CH:10][CH:11]=2)[NH:6][C:5](=[O:13])C1=O.[CH3:15]I.O.[CH3:18][N:19]([CH:21]=[O:22])[CH3:20]. No catalyst specified. The product is [CH3:18][N:19]1[C:20]2[C:7](=[CH:12][CH:11]=[CH:10][CH:9]=2)[N:6]([CH3:15])[C:5](=[O:13])[C:21]1=[O:22]. The yield is 0.950.